This data is from Catalyst prediction with 721,799 reactions and 888 catalyst types from USPTO. The task is: Predict which catalyst facilitates the given reaction. (1) Reactant: [H-].[Na+].[CH2:3]([OH:10])[C:4]1[CH:9]=[CH:8][CH:7]=[CH:6][CH:5]=1.[C:11]1(=[S:16])[O:15][CH2:14][CH2:13][CH2:12]1.O. Product: [SH:16][CH2:11][CH2:12][CH2:13][C:14]([O:10][CH2:3][C:4]1[CH:9]=[CH:8][CH:7]=[CH:6][CH:5]=1)=[O:15]. The catalyst class is: 7. (2) Reactant: [CH3:1][N:2]([CH2:4][C:5]1[CH:22]=[CH:21][C:8](/[CH:9]=[N:10]/[C:11]2[CH:19]=[CH:18][CH:17]=[C:16]3[C:12]=2[CH2:13][O:14][C:15]3=[O:20])=[CH:7][CH:6]=1)[CH3:3].[CH3:23][C:24]1[CH:31]=[CH:30][C:27]([CH:28]=O)=[CH:26][CH:25]=1.[O-:32][CH2:33][CH3:34].[Na+].C(O)C. Product: [CH3:3][N:2]([CH2:4][C:5]1[CH:6]=[CH:7][C:8]([CH:9]2[CH:23]([C:24]3[CH:31]=[CH:30][C:27]([CH3:28])=[CH:26][CH:25]=3)[C:13](=[O:14])[C:12]3[C:16]([C:15]([O:32][CH2:33][CH3:34])=[O:20])=[CH:17][CH:18]=[CH:19][C:11]=3[NH:10]2)=[CH:21][CH:22]=1)[CH3:1]. The catalyst class is: 567. (3) Reactant: [NH2:1][C:2]1[CH:7]=[CH:6][C:5]([CH:8]2[O:13][CH2:12][CH2:11][N:10]([C:14]([O:16][C:17]([CH3:20])([CH3:19])[CH3:18])=[O:15])[CH2:9]2)=[CH:4][C:3]=1[Cl:21].Cl[C:23]1[N:28]=[CH:27][C:26]([CH:29]2[CH2:31][CH2:30]2)=[CH:25][N:24]=1.C(=O)([O-])[O-].[Cs+].[Cs+]. Product: [Cl:21][C:3]1[CH:4]=[C:5]([CH:8]2[O:13][CH2:12][CH2:11][N:10]([C:14]([O:16][C:17]([CH3:18])([CH3:20])[CH3:19])=[O:15])[CH2:9]2)[CH:6]=[CH:7][C:2]=1[NH:1][C:23]1[N:28]=[CH:27][C:26]([CH:29]2[CH2:31][CH2:30]2)=[CH:25][N:24]=1. The catalyst class is: 12. (4) Reactant: [C:1](Cl)(=[O:6])[CH2:2][CH:3]([CH3:5])[CH3:4].Cl.[C:9]([CH:19](N)CN)([O:11]CC1C=CC=CC=1)=[O:10].[BrH:23].CC(O)=O.C([CH:38]([CH2:42][CH2:43][CH2:44][CH2:45][NH2:46])[C:39]([OH:41])=O)(OCC1C=CC=CC=1)=O.[CH:47]1[N:51]=C[N:49](C([N:49]2C=[N:51][CH:47]=[CH:48]2)=O)[CH:48]=1. Product: [BrH:23].[CH3:19][C:9]([OH:11])=[O:10].[BrH:23].[CH3:4][CH:3]([CH3:5])[CH2:2][C:1]([NH:49][CH2:48][CH2:47][NH:51][C:39](=[O:41])[CH2:38][CH2:42][CH2:43][CH2:44][CH2:45][NH2:46])=[O:6]. The catalyst class is: 877. (5) The catalyst class is: 3. Reactant: [Br:1][C:2]1[C:3]([OH:17])=[CH:4][C:5]2[C:9]([CH:10]=1)=[N:8][N:7]([CH:11]1[CH2:16][CH2:15][CH2:14][CH2:13][O:12]1)[CH:6]=2.[F:18][C:19]1[CH:20]=[C:21]([N+:26]([O-:28])=[O:27])[CH:22]=[CH:23][C:24]=1F.C([O-])(O)=O.[Na+].O. Product: [Br:1][C:2]1[C:3]([O:17][C:24]2[CH:23]=[CH:22][C:21]([N+:26]([O-:28])=[O:27])=[CH:20][C:19]=2[F:18])=[CH:4][C:5]2[C:9]([CH:10]=1)=[N:8][N:7]([CH:11]1[CH2:16][CH2:15][CH2:14][CH2:13][O:12]1)[CH:6]=2.